From a dataset of Reaction yield outcomes from USPTO patents with 853,638 reactions. Predict the reaction yield, written as a fraction of the theoretical maximum amount of product (1.0 means a 100% yield; for example, 0.34 means a 34% yield). (1) The reactants are [CH3:1][C:2]1[C:6](C(O)=O)=[CH:5][O:4][N:3]=1.C1(P(N=[N+]=[N-])(C2C=CC=CC=2)=[O:17])C=CC=CC=1.C([N:29]([CH2:32]C)CC)C.[NH2:34][C:35]1[C:36]([OH:46])=[C:37]([S:42]([NH2:45])(=[O:44])=[O:43])[C:38]([Cl:41])=[CH:39][CH:40]=1. The catalyst is CN(C)C=O. The product is [NH2:45][S:42]([C:37]1[C:36]([OH:46])=[C:35]([NH:34][C:32]([NH:29][C:6]2[C:2]([CH3:1])=[N:3][O:4][CH:5]=2)=[O:17])[CH:40]=[CH:39][C:38]=1[Cl:41])(=[O:44])=[O:43]. The yield is 0.160. (2) The reactants are Cl[C:2]1[C:11]2[C:6](=[CH:7][CH:8]=[CH:9][CH:10]=2)[N:5]=[CH:4][N:3]=1.CCN(C(C)C)C(C)C.C([N:28]1[CH2:33][CH2:32][NH:31][CH2:30][CH2:29]1)(OC(C)(C)C)=O.Cl.O1CCOCC1. The catalyst is CC(O)C. The product is [N:28]1([C:2]2[C:11]3[C:6](=[CH:7][CH:8]=[CH:9][CH:10]=3)[N:5]=[CH:4][N:3]=2)[CH2:33][CH2:32][NH:31][CH2:30][CH2:29]1. The yield is 0.960. (3) The reactants are [NH2:1][C:2]1[N:7]=[CH:6][C:5]([C:8]2[N:13]=[C:12]([N:14]3[CH2:18][CH2:17][C:16]([F:20])([F:19])[CH2:15]3)[N:11]=[C:10]([CH:21]3[CH2:24][C:23](=O)[CH2:22]3)[CH:9]=2)=[CH:4][C:3]=1[O:26][CH:27]([F:29])[F:28].[NH:30]1[CH2:35][CH2:34][O:33][CH2:32][CH2:31]1.C(O)(=O)C.C(O[BH-](OC(=O)C)OC(=O)C)(=O)C.[Na+]. The catalyst is ClC(Cl)C. The product is [F:29][CH:27]([F:28])[O:26][C:3]1[C:2]([NH2:1])=[N:7][CH:6]=[C:5]([C:8]2[CH:9]=[C:10]([C@H:21]3[CH2:24][C@@H:23]([N:30]4[CH2:35][CH2:34][O:33][CH2:32][CH2:31]4)[CH2:22]3)[N:11]=[C:12]([N:14]3[CH2:18][CH2:17][C:16]([F:19])([F:20])[CH2:15]3)[N:13]=2)[CH:4]=1. The yield is 0.220. (4) The reactants are C([NH:9][C:10]1[N:18]=[CH:17][N:16]=[C:15]2[C:11]=1[N:12]=[CH:13][N:14]2[C:19]([C@@H:21]([C@H:31]([CH2:44][OH:45])[O:32][CH2:33][P:34]([O:40][CH:41]([CH3:43])[CH3:42])([O:36][CH:37]([CH3:39])[CH3:38])=[O:35])[O:22]C(=O)C1C=CC=CC=1)=[O:20])(=O)C1C=CC=CC=1.N. The catalyst is CO. The product is [N:18]1[C:10]([NH2:9])=[C:11]2[C:15]([N:14]([C:19]([C@@H:21]([C@H:31]([CH2:44][OH:45])[O:32][CH2:33][P:34]([O:40][CH:41]([CH3:43])[CH3:42])([O:36][CH:37]([CH3:39])[CH3:38])=[O:35])[OH:22])=[O:20])[CH:13]=[N:12]2)=[N:16][CH:17]=1. The yield is 0.840. (5) The yield is 0.510. The product is [O:11]1[CH2:12][CH2:13][CH2:14][CH2:15][CH:10]1[N:7]1[C:6]2[CH:16]=[CH:2][C:3]([B:36]3[O:37][C:38]([CH3:40])([CH3:39])[C:34]([CH3:50])([CH3:33])[O:35]3)=[CH:4][C:5]=2[N:9]=[CH:8]1. The catalyst is COCCOC.C([O-])(=O)C.[Pd+2].C([O-])(=O)C. The reactants are Br[C:2]1[CH:3]=[CH:4][C:5]2[N:9]=[CH:8][N:7]([CH:10]3[CH2:15][CH2:14][CH2:13][CH2:12][O:11]3)[C:6]=2[CH:16]=1.BrC1C=CC2N(C3CCCCO3)C=NC=2C=1.[CH3:33][C:34]1([CH3:50])[C:38]([CH3:40])([CH3:39])[O:37][B:36]([B:36]2[O:37][C:38]([CH3:40])([CH3:39])[C:34]([CH3:50])([CH3:33])[O:35]2)[O:35]1.C1(P(C2C=CC=CC=2)C2C=CC=CC=2)C=CC=CC=1.P([O-])([O-])([O-])=O.[K+].[K+].[K+].O1CCCCC1N1C2C=C(B3OC(C)(C)C(C)(C)O3)C=CC=2N=C1. (6) The reactants are [CH3:1][C:2]1[N:3]=[CH:4][O:5][C:6]=1[C:7]1[CH:12]=[CH:11][C:10]([CH2:13][C:14]([OH:16])=O)=[CH:9][CH:8]=1.[Cl-].[Cl-].[NH3+:19][C@@H:20]([C:22]1[CH:27]=[CH:26][C:25]([O:28][CH2:29][C:30]([F:33])([F:32])[F:31])=[CH:24][NH+:23]=1)[CH3:21].C1C=NC2N(O)N=NC=2C=1.C(Cl)CCl.CCN(C(C)C)C(C)C. The catalyst is C(Cl)Cl. The product is [CH3:1][C:2]1[N:3]=[CH:4][O:5][C:6]=1[C:7]1[CH:8]=[CH:9][C:10]([CH2:13][C:14]([NH:19][C@@H:20]([C:22]2[CH:27]=[CH:26][C:25]([O:28][CH2:29][C:30]([F:33])([F:31])[F:32])=[CH:24][N:23]=2)[CH3:21])=[O:16])=[CH:11][CH:12]=1. The yield is 0.514. (7) The reactants are [F:1][CH:2]([CH2:16]O)[CH2:3][N:4]1[CH:8]=[C:7]([C:9]([O:11][C:12]([CH3:15])([CH3:14])[CH3:13])=[O:10])[N:6]=[N:5]1.CO.[C:20](=O)([O-])[O-].[K+].[K+].[N+](=C(P(=O)(OC)OC)C(=O)C)=[N-]. The catalyst is C(Cl)Cl. The product is [F:1][CH:2]([C:16]#[CH:20])[CH2:3][N:4]1[CH:8]=[C:7]([C:9]([O:11][C:12]([CH3:15])([CH3:14])[CH3:13])=[O:10])[N:6]=[N:5]1. The yield is 0.456. (8) The reactants are [CH3:1][O:2][C:3](=[O:14])[C:4]1[C:9]([N+:10]([O-:12])=[O:11])=[CH:8][CH:7]=[CH:6][C:5]=1Br.[CH2:15]([Sn](CCCC)(CCCC)CCCC)[CH:16]=[CH2:17].[F-].[Cs+].O. The catalyst is C1(C)C=CC=CC=1.[Pd].C1(P(C2C=CC=CC=2)C2C=CC=CC=2)C=CC=CC=1.C1(P(C2C=CC=CC=2)C2C=CC=CC=2)C=CC=CC=1.C1(P(C2C=CC=CC=2)C2C=CC=CC=2)C=CC=CC=1.C1(P(C2C=CC=CC=2)C2C=CC=CC=2)C=CC=CC=1. The product is [CH3:1][O:2][C:3](=[O:14])[C:4]1[C:9]([N+:10]([O-:12])=[O:11])=[CH:8][CH:7]=[CH:6][C:5]=1[CH2:17][CH:16]=[CH2:15]. The yield is 1.00. (9) The reactants are [CH3:1][C:2]([O:5][C:6]([N:8]1[CH2:13][CH2:12][O:11][CH:10]([C:14](O)=[O:15])[CH2:9]1)=[O:7])([CH3:4])[CH3:3].B. The catalyst is C1COCC1. The product is [OH:15][CH2:14][CH:10]1[O:11][CH2:12][CH2:13][N:8]([C:6]([O:5][C:2]([CH3:4])([CH3:3])[CH3:1])=[O:7])[CH2:9]1. The yield is 0.970.